Dataset: Forward reaction prediction with 1.9M reactions from USPTO patents (1976-2016). Task: Predict the product of the given reaction. (1) Given the reactants Cl.[NH:2]1[CH2:7][CH2:6][CH:5]([N:8]2[C:13]3[CH:14]=[CH:15][CH:16]=[CH:17][C:12]=3[CH2:11][O:10][C:9]2=[O:18])[CH2:4][CH2:3]1.Cl[C:20]1[CH:36]=[CH:35][C:23]([C:24]([C:26]2[CH:34]=[CH:33][CH:32]=[CH:31][C:27]=2[C:28]([OH:30])=[O:29])=[O:25])=[CH:22][C:21]=1[N+:37]([O-:39])=[O:38].C(N(CC)CC)C, predict the reaction product. The product is: [N+:37]([C:21]1[CH:22]=[C:23]([C:24]([C:26]2[CH:34]=[CH:33][CH:32]=[CH:31][C:27]=2[C:28]([OH:30])=[O:29])=[O:25])[CH:35]=[CH:36][C:20]=1[N:2]1[CH2:3][CH2:4][CH:5]([N:8]2[C:13]3[CH:14]=[CH:15][CH:16]=[CH:17][C:12]=3[CH2:11][O:10][C:9]2=[O:18])[CH2:6][CH2:7]1)([O-:39])=[O:38]. (2) Given the reactants [C:1](Cl)(=[O:4])[CH:2]=[CH2:3].[CH2:6]([NH2:11])[CH2:7][CH2:8][CH2:9][NH2:10], predict the reaction product. The product is: [CH2:6]([NH:11][C:1](=[O:4])[CH:2]=[CH2:3])[CH2:7][CH2:8][CH2:9][NH:10][C:1](=[O:4])[CH:2]=[CH2:3]. (3) Given the reactants CN(N=O)C(=N)N[N+]([O-])=O.[OH-].[K+].[N+](=[CH2:15])=[N-].[F:16][C:17]1[CH:18]=[C:19](/[CH:25]=[CH:26]/[C:27]([O:29][CH2:30][CH3:31])=[O:28])[CH:20]=[C:21]([F:24])[C:22]=1[OH:23], predict the reaction product. The product is: [F:16][C:17]1[CH:18]=[C:19]([CH:25]2[CH2:15][CH:26]2[C:27]([O:29][CH2:30][CH3:31])=[O:28])[CH:20]=[C:21]([F:24])[C:22]=1[OH:23].